This data is from Forward reaction prediction with 1.9M reactions from USPTO patents (1976-2016). The task is: Predict the product of the given reaction. (1) The product is: [O:3]1[CH:7]2[O:8][CH2:9][CH2:10][CH:6]2[CH:5]([O:11][C:12](=[O:40])[NH:13][CH:14]([CH2:33][C:34]2[CH:35]=[CH:36][CH:37]=[CH:38][CH:39]=2)[CH:15]([OH:32])[CH2:16][NH:17][CH2:18][CH:19]([CH3:21])[CH3:20])[CH2:4]1. Given the reactants N#N.[O:3]1[CH:7]2[O:8][CH2:9][CH2:10][CH:6]2[CH:5]([O:11][C:12](=[O:40])[NH:13][CH:14]([CH2:33][C:34]2[CH:39]=[CH:38][CH:37]=[CH:36][CH:35]=2)[CH:15]([OH:32])[CH2:16][N:17](C(OCC2C=CC=CC=2)=O)[CH2:18][CH:19]([CH3:21])[CH3:20])[CH2:4]1, predict the reaction product. (2) Given the reactants Cl[C:2]1[N:7]=[C:6]([C:8]2[N:12]3[CH:13]=[CH:14][CH:15]=[CH:16][C:11]3=[N:10][C:9]=2[C:17]2[CH:18]=[CH:19][C:20]([O:34][CH3:35])=[C:21]([CH:33]=2)[C:22]([NH:24][C:25]2[C:30]([F:31])=[CH:29][CH:28]=[CH:27][C:26]=2[F:32])=[O:23])[CH:5]=[CH:4][N:3]=1.[CH3:36][C:37]1[C:38]([N:46]2[CH2:51][CH2:50][N:49]([CH2:52][CH2:53][O:54][CH3:55])[CH2:48][CH2:47]2)=[CH:39][C:40]([O:44][CH3:45])=[C:41]([CH:43]=1)[NH2:42].C1(C)C=CC(S(O)(=O)=O)=CC=1.C(O)C(F)(F)F.N, predict the reaction product. The product is: [F:32][C:26]1[CH:27]=[CH:28][CH:29]=[C:30]([F:31])[C:25]=1[NH:24][C:22](=[O:23])[C:21]1[CH:33]=[C:17]([C:9]2[N:10]=[C:11]3[CH:16]=[CH:15][CH:14]=[CH:13][N:12]3[C:8]=2[C:6]2[CH:5]=[CH:4][N:3]=[C:2]([NH:42][C:41]3[CH:43]=[C:37]([CH3:36])[C:38]([N:46]4[CH2:47][CH2:48][N:49]([CH2:52][CH2:53][O:54][CH3:55])[CH2:50][CH2:51]4)=[CH:39][C:40]=3[O:44][CH3:45])[N:7]=2)[CH:18]=[CH:19][C:20]=1[O:34][CH3:35]. (3) Given the reactants [O:1]1[C:6]2[CH:7]=[CH:8][C:9]([CH2:11][N:12]([CH:20]3[CH2:25][CH2:24][N:23]([CH2:26][CH2:27][N:28]4[C:37]5[C:32](=[CH:33][CH:34]=[CH:35][CH:36]=5)[CH:31]=[C:30]([Br:38])[C:29]4=[O:39])[CH2:22][CH2:21]3)C(=O)OC(C)(C)C)=[CH:10][C:5]=2[O:4][CH2:3][CH2:2]1.[ClH:40].O1CCOCC1, predict the reaction product. The product is: [ClH:40].[O:1]1[C:6]2[CH:7]=[CH:8][C:9]([CH2:11][NH:12][CH:20]3[CH2:25][CH2:24][N:23]([CH2:26][CH2:27][N:28]4[C:37]5[C:32](=[CH:33][CH:34]=[CH:35][CH:36]=5)[CH:31]=[C:30]([Br:38])[C:29]4=[O:39])[CH2:22][CH2:21]3)=[CH:10][C:5]=2[O:4][CH2:3][CH2:2]1.